This data is from Forward reaction prediction with 1.9M reactions from USPTO patents (1976-2016). The task is: Predict the product of the given reaction. (1) Given the reactants O=[C:2]1[CH2:11][CH2:10][CH2:9][C:8]2[CH:7]=[C:6]([C:12]([O:14][CH3:15])=[O:13])[CH:5]=[CH:4][C:3]1=2.[C:16]([CH:20]1[CH2:25][CH2:24][CH:23]([NH2:26])[CH2:22][CH2:21]1)([CH3:19])([CH3:18])[CH3:17].[BH4-].[Na+], predict the reaction product. The product is: [C:16]([C@H:20]1[CH2:21][CH2:22][C@H:23]([NH:26][CH:2]2[CH2:11][CH2:10][CH2:9][C:8]3[CH:7]=[C:6]([C:12]([O:14][CH3:15])=[O:13])[CH:5]=[CH:4][C:3]2=3)[CH2:24][CH2:25]1)([CH3:19])([CH3:17])[CH3:18]. (2) Given the reactants C(OC(=O)C[C@H]1C2C(=CC(O[CH:16]3[CH2:21][CH2:20][N:19]([C:22]4[C:27]([CH3:28])=[CH:26][N:25]=[C:24](Cl)[N:23]=4)[CH2:18][CH2:17]3)=CC=2)CC1)C.[CH2:31]([C:33]1[CH:38]=[CH:37][C:36](B(O)O)=[CH:35][CH:34]=1)[CH3:32].C(Cl)Cl.[C:45]([O-:48])([O-])=[O:46].[Na+].[Na+].[Li+].[OH-].[C:53]1([CH3:59])[CH:58]=[CH:57][CH:56]=[CH:55][CH:54]=1, predict the reaction product. The product is: [CH2:31]([C:33]1[CH:38]=[CH:37][C:36]([C:24]2[N:23]=[C:22]([N:19]3[CH2:18][CH2:17][CH:16]([CH2:59][C:53]4[CH:58]=[C:57]5[C:56](=[CH:55][CH:54]=4)[C@H:17]([CH2:18][C:45]([OH:48])=[O:46])[CH2:16][CH2:21]5)[CH2:21][CH2:20]3)[C:27]([CH3:28])=[CH:26][N:25]=2)=[CH:35][CH:34]=1)[CH3:32]. (3) Given the reactants O.[PH2:2]([O-:4])=[O:3].[Na+].S(=O)(=O)(O)O.C=C.OO.[C:15]([O-])(=O)[CH3:16].[Al+3:19].[C:20]([O-])(=O)[CH3:21].[C:24]([O-])(=O)[CH3:25], predict the reaction product. The product is: [CH2:20]([P:2]([CH2:15][CH3:16])(=[O:4])[O-:3])[CH3:21].[Al+3:19].[CH2:24]([P:2]([CH2:15][CH3:16])(=[O:4])[O-:3])[CH3:25].[CH2:20]([P:2]([CH2:15][CH3:16])(=[O:4])[O-:3])[CH3:21]. (4) Given the reactants [Br:1][C:2]1[CH:3]=[N:4][N:5]([CH3:16])[C:6]=1[NH:7][C:8](=[O:15])OCC(Cl)(Cl)Cl.[C:17]1([C:23]2[N:27]=[C:26]([N:28]3[CH2:33][CH2:32][NH:31][CH2:30][CH2:29]3)[S:25][N:24]=2)[CH:22]=[CH:21][CH:20]=[CH:19][CH:18]=1.C(N(C(C)C)CC)(C)C.O, predict the reaction product. The product is: [Br:1][C:2]1[CH:3]=[N:4][N:5]([CH3:16])[C:6]=1[NH:7][C:8]([N:31]1[CH2:32][CH2:33][N:28]([C:26]2[S:25][N:24]=[C:23]([C:17]3[CH:22]=[CH:21][CH:20]=[CH:19][CH:18]=3)[N:27]=2)[CH2:29][CH2:30]1)=[O:15]. (5) Given the reactants [CH3:1][O:2][C:3]1[C:15]([N+:16]([O-:18])=[O:17])=[CH:14][C:6]2[N:7]([CH3:13])[C:8](=[O:12])[CH2:9][NH:10][CH2:11][C:5]=2[CH:4]=1.[CH:19]1([CH2:22]Br)[CH2:21][CH2:20]1.[I-].[Na+].C(N(CC)C(C)C)(C)C.CN(C)C=O, predict the reaction product. The product is: [CH:19]1([CH2:22][N:10]2[CH2:11][C:5]3[CH:4]=[C:3]([O:2][CH3:1])[C:15]([N+:16]([O-:18])=[O:17])=[CH:14][C:6]=3[N:7]([CH3:13])[C:8](=[O:12])[CH2:9]2)[CH2:21][CH2:20]1. (6) The product is: [CH:14]1([C:11]2[CH:12]=[CH:13][C:8]([C:5]3[N:6]=[CH:7][C:2]([NH2:1])=[N:3][CH:4]=3)=[C:9]([F:19])[C:10]=2[O:18][C:21]2[N:26]=[C:25]([CH:27]([CH3:29])[CH3:28])[CH:24]=[CH:23][N:22]=2)[CH2:15][CH2:16][CH2:17]1. Given the reactants [NH2:1][C:2]1[N:3]=[CH:4][C:5]([C:8]2[C:9]([F:19])=[C:10]([OH:18])[C:11]([CH:14]3[CH2:17][CH2:16][CH2:15]3)=[CH:12][CH:13]=2)=[N:6][CH:7]=1.Cl[C:21]1[N:26]=[C:25]([CH:27]([CH3:29])[CH3:28])[CH:24]=[CH:23][N:22]=1, predict the reaction product. (7) Given the reactants C(P(C12CC3CC(CC(C3)C1)C2)C12CC3CC(CC(C3)C1)C2)CCCCC.[CH3:28][Si:29]([C:32]#[CH:33])([CH3:31])[CH3:30].Cl[C:35]1[CH:40]=[CH:39][C:38]([N+:41]([O-:43])=[O:42])=[CH:37][CH:36]=1, predict the reaction product. The product is: [N+:41]([C:38]1[CH:39]=[CH:40][C:35]([C:33]#[C:32][Si:29]([CH3:31])([CH3:30])[CH3:28])=[CH:36][CH:37]=1)([O-:43])=[O:42].